From a dataset of Peptide-MHC class I binding affinity with 185,985 pairs from IEDB/IMGT. Regression. Given a peptide amino acid sequence and an MHC pseudo amino acid sequence, predict their binding affinity value. This is MHC class I binding data. (1) The peptide sequence is KRITVLDIG. The MHC is Mamu-A20102 with pseudo-sequence Mamu-A20102. The binding affinity (normalized) is 0.166. (2) The peptide sequence is KVIKLVKSLV. The MHC is HLA-A02:02 with pseudo-sequence HLA-A02:02. The binding affinity (normalized) is 0.116. (3) The peptide sequence is FHKKRVEPL. The MHC is HLA-B46:01 with pseudo-sequence YYAMYREKYRQTDVSNLYLRYDSYTWAEWAYLWY. The binding affinity (normalized) is 0.0847.